Dataset: Full USPTO retrosynthesis dataset with 1.9M reactions from patents (1976-2016). Task: Predict the reactants needed to synthesize the given product. (1) Given the product [NH2:1][C:2]1[C:3]2[C:10]([C:11]3[CH:20]=[C:19]4[C:14]([CH:15]=[CH:16][C:17]([C:21]5[CH:26]=[CH:25][CH:24]=[CH:23][CH:22]=5)=[N:18]4)=[CH:13][CH:12]=3)=[CH:9][N:8]([C@H:27]3[CH2:28][C@H:29]([CH2:31][O:32][S:34]([C:37]4[CH:43]=[CH:42][C:40]([CH3:41])=[CH:39][CH:38]=4)(=[O:35])=[O:33])[CH2:30]3)[C:4]=2[N:5]=[CH:6][N:7]=1, predict the reactants needed to synthesize it. The reactants are: [NH2:1][C:2]1[C:3]2[C:10]([C:11]3[CH:20]=[C:19]4[C:14]([CH:15]=[CH:16][C:17]([C:21]5[CH:26]=[CH:25][CH:24]=[CH:23][CH:22]=5)=[N:18]4)=[CH:13][CH:12]=3)=[CH:9][N:8]([C@H:27]3[CH2:30][C@H:29]([CH2:31][OH:32])[CH2:28]3)[C:4]=2[N:5]=[CH:6][N:7]=1.[O:33](S(C1C=CC(C)=CC=1)(=O)=O)[S:34]([C:37]1[CH:43]=[CH:42][C:40]([CH3:41])=[CH:39][CH:38]=1)(=O)=[O:35]. (2) Given the product [CH3:1][S:2]([O:18][CH2:17][C:9]1[CH:10]=[C:11]([C:13]([F:16])([F:15])[F:14])[CH:12]=[C:7]([Cl:6])[C:8]=1[F:19])(=[O:4])=[O:3], predict the reactants needed to synthesize it. The reactants are: [CH3:1][S:2](Cl)(=[O:4])=[O:3].[Cl:6][C:7]1[C:8]([F:19])=[C:9]([CH2:17][OH:18])[CH:10]=[C:11]([C:13]([F:16])([F:15])[F:14])[CH:12]=1.C(N(CC)CC)C. (3) The reactants are: [Cl:1][C:2]1[CH:7]=[CH:6][C:5]([N:8]2[CH2:13][CH:12]([CH2:14][O:15][CH3:16])[O:11][C:10]3[CH:17]=[C:18]([S:21]([N:24](CC4C=CC(OC)=CC=4)[C:25]4[S:26][CH:27]=[CH:28][N:29]=4)(=[O:23])=[O:22])[CH:19]=[CH:20][C:9]2=3)=[C:4]([C:39]#[N:40])[CH:3]=1.FC(F)(F)C(O)=O. Given the product [Cl:1][C:2]1[CH:7]=[CH:6][C:5]([N:8]2[CH2:13][CH:12]([CH2:14][O:15][CH3:16])[O:11][C:10]3[CH:17]=[C:18]([S:21]([NH:24][C:25]4[S:26][CH:27]=[CH:28][N:29]=4)(=[O:22])=[O:23])[CH:19]=[CH:20][C:9]2=3)=[C:4]([C:39]#[N:40])[CH:3]=1, predict the reactants needed to synthesize it.